From a dataset of Forward reaction prediction with 1.9M reactions from USPTO patents (1976-2016). Predict the product of the given reaction. (1) Given the reactants [CH:1]1[C:13]2[C:12](=O)[C:11]3[C:6](=[CH:7][CH:8]=[CH:9][CH:10]=3)[C:5]=2[CH:4]=[CH:3][CH:2]=1.[NH2:15][NH2:16], predict the reaction product. The product is: [CH:1]1[C:13]2[C:12](=[N:15][NH2:16])[C:11]3[C:6](=[CH:7][CH:8]=[CH:9][CH:10]=3)[C:5]=2[CH:4]=[CH:3][CH:2]=1. (2) Given the reactants [C:1]([Si:5]([CH3:14])([CH3:13])[O:6][CH2:7][C:8]([CH3:12])([OH:11])[C:9]#[CH:10])([CH3:4])([CH3:3])[CH3:2].Br[C:16]1[CH:17]=[CH:18][C:19]2[N:23]=[C:22]([CH3:24])[N:21]([C:25]3[N:30]=[CH:29][N:28]=[C:27]([NH2:31])[N:26]=3)[C:20]=2[CH:32]=1.C1C=CC(P(C2C=CC=CC=2)CCCP(C2C=CC=CC=2)C2C=CC=CC=2)=CC=1.C([O-])([O-])=O.[K+].[K+], predict the reaction product. The product is: [NH2:31][C:27]1[N:28]=[CH:29][N:30]=[C:25]([N:21]2[C:20]3[CH:32]=[C:16]([C:10]#[C:9][C:8]([CH3:12])([OH:11])[CH2:7][O:6][Si:5]([C:1]([CH3:4])([CH3:3])[CH3:2])([CH3:14])[CH3:13])[CH:17]=[CH:18][C:19]=3[N:23]=[C:22]2[CH3:24])[N:26]=1. (3) Given the reactants C(OC([NH:8][CH:9]([CH2:13][CH2:14][C:15]1[CH:20]=[CH:19][C:18]([C:21]2[S:22][C:23]3[C:28]([N:29]=2)=[CH:27][CH:26]=[C:25]([C:30]2([C:33]4[CH:38]=[CH:37][CH:36]=[CH:35][CH:34]=4)[CH2:32][CH2:31]2)[N:24]=3)=[C:17]([F:39])[CH:16]=1)[C:10]([OH:12])=[O:11])=O)(C)(C)C.C(OC(C(CCC1C=CC(C2SC3C(N=2)=CC=C(C2(C4C=CC=CC=4)CC2)N=3)=C(F)C=1)C(O)=O)=O)(C)(C)C.[F:78][C:79]([F:84])([F:83])[C:80]([OH:82])=[O:81], predict the reaction product. The product is: [F:78][C:79]([F:84])([F:83])[C:80]([OH:82])=[O:81].[NH2:8][C@H:9]([CH2:13][CH2:14][C:15]1[CH:20]=[CH:19][C:18]([C:21]2[S:22][C:23]3[C:28]([N:29]=2)=[CH:27][CH:26]=[C:25]([C:30]2([C:33]4[CH:38]=[CH:37][CH:36]=[CH:35][CH:34]=4)[CH2:32][CH2:31]2)[N:24]=3)=[C:17]([F:39])[CH:16]=1)[C:10]([OH:12])=[O:11].[F:78][C:79]([F:84])([F:83])[C:80]([OH:82])=[O:81].[NH2:8][C@@H:9]([CH2:13][CH2:14][C:15]1[CH:20]=[CH:19][C:18]([C:21]2[S:22][C:23]3[C:28]([N:29]=2)=[CH:27][CH:26]=[C:25]([C:30]2([C:33]4[CH:38]=[CH:37][CH:36]=[CH:35][CH:34]=4)[CH2:32][CH2:31]2)[N:24]=3)=[C:17]([F:39])[CH:16]=1)[C:10]([OH:12])=[O:11]. (4) Given the reactants [F:1][CH:2]([F:26])[O:3][C:4]1[CH:9]=[CH:8][C:7]([CH:10]([C:12]2([C:18]3[CH:19]=[C:20]([CH3:24])[CH:21]=[CH:22][CH:23]=3)SCCCS2)[OH:11])=[CH:6][C:5]=1[CH3:25].C([OH:31])(C)(C)C.CC(OI1(OC(C)=O)(OC(C)=O)OC(=O)C2C=CC=CC1=2)=O.S([O-])([O-])(=O)=S.[Na+].[Na+], predict the reaction product. The product is: [F:1][CH:2]([F:26])[O:3][C:4]1[CH:9]=[CH:8][C:7]([C:10](=[O:11])[C:12]([C:18]2[CH:19]=[C:20]([CH3:24])[CH:21]=[CH:22][CH:23]=2)=[O:31])=[CH:6][C:5]=1[CH3:25]. (5) Given the reactants S(=O)(=O)(O)O.[NH2:6][C:7]1[C:16](C(O)=O)=[C:10]2[CH:11]=[CH:12][C:13]([Cl:15])=[CH:14][N:9]2[N:8]=1.C(=O)(O)[O-].[Na+], predict the reaction product. The product is: [NH2:6][C:7]1[CH:16]=[C:10]2[CH:11]=[CH:12][C:13]([Cl:15])=[CH:14][N:9]2[N:8]=1. (6) Given the reactants C([O:3][C:4]([CH2:6][N:7]1[CH2:12][CH2:11][N:10]([C:13]2[CH:18]=[CH:17][C:16]([NH:19][C:20]([C:22]3[C:23]([C:28]4[CH:33]=[CH:32][C:31]([C:34]([F:37])([F:36])[F:35])=[CH:30][CH:29]=4)=[CH:24][CH:25]=[CH:26][CH:27]=3)=[O:21])=[CH:15][CH:14]=2)[CH2:9][CH2:8]1)=[O:5])C.[OH-].[Na+].Cl, predict the reaction product. The product is: [F:37][C:34]([F:35])([F:36])[C:31]1[CH:30]=[CH:29][C:28]([C:23]2[C:22]([C:20]([NH:19][C:16]3[CH:17]=[CH:18][C:13]([N:10]4[CH2:9][CH2:8][N:7]([CH2:6][C:4]([OH:5])=[O:3])[CH2:12][CH2:11]4)=[CH:14][CH:15]=3)=[O:21])=[CH:27][CH:26]=[CH:25][CH:24]=2)=[CH:33][CH:32]=1.